From a dataset of Full USPTO retrosynthesis dataset with 1.9M reactions from patents (1976-2016). Predict the reactants needed to synthesize the given product. (1) The reactants are: [CH3:1][O:2][C:3]([C:5]1[S:6][C:7]([CH2:10][NH:11][CH2:12][C:13]2[NH:14][CH:15]=[CH:16][N:17]=2)=[CH:8][CH:9]=1)=[O:4].C(N(CC)CC)C.[C:25]([O:29][C:30](O[C:30]([O:29][C:25]([CH3:28])([CH3:27])[CH3:26])=[O:31])=[O:31])([CH3:28])([CH3:27])[CH3:26]. Given the product [CH3:1][O:2][C:3]([C:5]1[S:6][C:7]([CH2:10][N:11]([CH2:12][C:13]2[NH:17][CH:16]=[CH:15][N:14]=2)[C:30]([O:29][C:25]([CH3:28])([CH3:27])[CH3:26])=[O:31])=[CH:8][CH:9]=1)=[O:4], predict the reactants needed to synthesize it. (2) The reactants are: [C:1]([C:3]1[CH:8]=[CH:7][CH:6]=[C:5]([S:9][C:10]2[N:15]=[CH:14][CH:13]=[CH:12][N:11]=2)[N:4]=1)#[N:2].[C:16](OC)(=[O:24])[C:17]1[C:18](=[CH:20][CH:21]=[CH:22][CH:23]=1)[SH:19].C(N(CC)CC)C. Given the product [N:11]1[CH:12]=[CH:13][CH:14]=[N:15][C:10]=1[S:9][C:5]1[N:4]=[C:3]([C:1]2[S:19][C:18]3[CH:20]=[CH:21][CH:22]=[CH:23][C:17]=3[C:16](=[O:24])[N:2]=2)[CH:8]=[CH:7][CH:6]=1, predict the reactants needed to synthesize it. (3) Given the product [CH:34]1([CH:14]([N:15]2[C:19]3[CH:20]=[CH:21][C:22]([F:24])=[CH:23][C:18]=3[N:17]=[C:16]2[C@H:25]([O:32][CH3:33])[C:26]2[CH:31]=[CH:30][CH:29]=[CH:28][CH:27]=2)[C:13]([NH:12][C@H:9]2[CH2:8][CH2:7][C@H:6]([CH2:5][C:4]([OH:41])=[O:3])[CH2:11][CH2:10]2)=[O:40])[CH2:39][CH2:38][CH2:37][CH2:36][CH2:35]1, predict the reactants needed to synthesize it. The reactants are: C([O:3][C:4](=[O:41])[CH2:5][C@H:6]1[CH2:11][CH2:10][C@H:9]([NH:12][C:13](=[O:40])[CH:14]([CH:34]2[CH2:39][CH2:38][CH2:37][CH2:36][CH2:35]2)[N:15]2[C:19]3[CH:20]=[CH:21][C:22]([F:24])=[CH:23][C:18]=3[N:17]=[C:16]2[C@H:25]([O:32][CH3:33])[C:26]2[CH:31]=[CH:30][CH:29]=[CH:28][CH:27]=2)[CH2:8][CH2:7]1)C.[Li+].[OH-].Cl. (4) Given the product [F:35][C:32]([F:33])([F:34])[C:31]([NH:30][CH2:29][C:28]1[CH:37]=[CH:38][C:39]([F:40])=[C:26]([CH:23]2[CH2:22][CH2:21][N:20]([C:18]([C:4]3[C:3]4[C:7](=[CH:8][CH:9]=[CH:10][C:2]=4[C:41]4[CH:46]=[CH:45][CH:44]=[CH:43][CH:42]=4)[N:6]([CH2:11][CH2:12][O:13][C:14]([F:17])([F:16])[F:15])[CH:5]=3)=[O:19])[CH2:25][CH2:24]2)[CH:27]=1)=[O:65], predict the reactants needed to synthesize it. The reactants are: Br[C:2]1[CH:10]=[CH:9][CH:8]=[C:7]2[C:3]=1[C:4]([C:18]([N:20]1[CH2:25][CH2:24][CH:23]([C:26]3[CH:27]=[C:28]([CH:37]=[CH:38][C:39]=3[F:40])[CH2:29][NH:30][C:31](=O)[C:32]([F:35])([F:34])[F:33])[CH2:22][CH2:21]1)=[O:19])=[CH:5][N:6]2[CH2:11][CH2:12][O:13][C:14]([F:17])([F:16])[F:15].[C:41]1(B(O)O)[CH:46]=[CH:45][CH:44]=[CH:43][CH:42]=1.C(=O)([O-])[O-].[Cs+].[Cs+].C(Cl)Cl.O1CCOCC1.[OH2:65]. (5) Given the product [CH3:1][O:2][C:3]1[C:8]([C:9]2[CH:14]=[CH:13][CH:12]=[CH:11][CH:10]=2)=[C:7]([O:15][CH3:16])[CH:6]=[CH:5][C:4]=1[CH2:17][CH2:18][C:19]([OH:21])=[O:20], predict the reactants needed to synthesize it. The reactants are: [CH3:1][O:2][C:3]1[C:8]([C:9]2[CH:14]=[CH:13][CH:12]=[CH:11][CH:10]=2)=[C:7]([O:15][CH3:16])[CH:6]=[CH:5][C:4]=1/[CH:17]=[CH:18]/[C:19]([OH:21])=[O:20].ClC1C(OC)=C(CCC(O)=O)C=CC=1OC. (6) Given the product [F:1][C:2]1[CH:25]=[C:24]([N+:26]([O-:28])=[O:27])[CH:23]=[CH:22][C:3]=1[O:4][C:5]1[CH:10]=[CH:9][N:8]=[C:7]2[CH:11]=[C:12]([C:14]3[N:15]=[CH:16][C:17]([CH2:18][NH:33][CH2:32][CH2:31][O:30][CH3:29])=[CH:20][CH:21]=3)[S:13][C:6]=12, predict the reactants needed to synthesize it. The reactants are: [F:1][C:2]1[CH:25]=[C:24]([N+:26]([O-:28])=[O:27])[CH:23]=[CH:22][C:3]=1[O:4][C:5]1[CH:10]=[CH:9][N:8]=[C:7]2[CH:11]=[C:12]([C:14]3[CH:21]=[CH:20][C:17]([CH:18]=O)=[CH:16][N:15]=3)[S:13][C:6]=12.[CH3:29][O:30][CH2:31][CH2:32][NH2:33].[BH-](OC(C)=O)(OC(C)=O)OC(C)=O.[Na+]. (7) The reactants are: [Cl:1][C:2]1[CH:7]=[CH:6][C:5]([CH:8]2[CH2:13][C:12](=[O:14])[CH2:11][C:10](=[O:15])[CH2:9]2)=[CH:4][CH:3]=1.CO[CH:18](OC)[N:19]([CH3:21])[CH3:20]. Given the product [Cl:1][C:2]1[CH:7]=[CH:6][C:5]([CH:8]2[CH2:13][C:12](=[O:14])[C:11](=[CH:18][N:19]([CH3:21])[CH3:20])[C:10](=[O:15])[CH2:9]2)=[CH:4][CH:3]=1, predict the reactants needed to synthesize it. (8) The reactants are: [NH2:1][C:2]1[CH:7]=[C:6]([O:8][C:9]2[CH:14]=[CH:13][C:12]([NH:15][C:16]([C:18]3[C:19](=[O:33])[N:20]([C:27]4[CH:32]=[CH:31][CH:30]=[CH:29][CH:28]=4)[N:21]4[CH2:26][CH2:25][O:24][CH2:23][C:22]=34)=[O:17])=[CH:11][CH:10]=2)[CH:5]=[CH:4][N:3]=1.CCN(CC)CC.[C:41](OC(=O)C)(=[O:43])[CH3:42]. Given the product [C:41]([NH:1][C:2]1[CH:7]=[C:6]([O:8][C:9]2[CH:10]=[CH:11][C:12]([NH:15][C:16]([C:18]3[C:19](=[O:33])[N:20]([C:27]4[CH:28]=[CH:29][CH:30]=[CH:31][CH:32]=4)[N:21]4[CH2:26][CH2:25][O:24][CH2:23][C:22]=34)=[O:17])=[CH:13][CH:14]=2)[CH:5]=[CH:4][N:3]=1)(=[O:43])[CH3:42], predict the reactants needed to synthesize it.